From a dataset of Reaction yield outcomes from USPTO patents with 853,638 reactions. Predict the reaction yield, written as a fraction of the theoretical maximum amount of product (1.0 means a 100% yield; for example, 0.34 means a 34% yield). (1) The reactants are Cl[C:2]1[C:7]([CH2:8][C:9]2[CH:14]=[C:13]([O:15][CH3:16])[C:12]([O:17][CH3:18])=[CH:11][C:10]=2[CH:19]([CH3:21])[CH3:20])=[CH:6][N:5]=[C:4]([S:22][CH3:23])[N:3]=1.[CH2:24]([NH2:26])[CH3:25]. No catalyst specified. The product is [CH2:24]([NH:26][C:2]1[C:7]([CH2:8][C:9]2[CH:14]=[C:13]([O:15][CH3:16])[C:12]([O:17][CH3:18])=[CH:11][C:10]=2[CH:19]([CH3:21])[CH3:20])=[CH:6][N:5]=[C:4]([S:22][CH3:23])[N:3]=1)[CH3:25]. The yield is 0.630. (2) The reactants are [F:1][C:2]1[CH:7]=[CH:6][C:5]([C:8]2[C:9](=[O:17])[C:10]([C:14]([OH:16])=O)=[CH:11][NH:12][CH:13]=2)=[CH:4][CH:3]=1.CN(C(ON1N=NC2C=CC=NC1=2)=[N+](C)C)C.[F:35][P-](F)(F)(F)(F)F.CCN(C(C)C)C(C)C.[NH2:51][C:52]1[CH:78]=[CH:77][C:55]([O:56][C:57]2[C:58]3[CH:59]=[C:60]4[O:76][CH2:75][CH2:74][O:73][CH2:72][CH2:71][O:70][CH2:69][CH2:68][O:67][C:61]4=[CH:62][C:63]=3[N:64]=[CH:65][N:66]=2)=[C:54](C)[CH:53]=1.Cl. The catalyst is CN(C=O)C. The product is [F:35][C:54]1[CH:53]=[C:52]([NH:51][C:14]([C:10]2[C:9](=[O:17])[C:8]([C:5]3[CH:4]=[CH:3][C:2]([F:1])=[CH:7][CH:6]=3)=[CH:13][NH:12][CH:11]=2)=[O:16])[CH:78]=[CH:77][C:55]=1[O:56][C:57]1[C:58]2[CH:59]=[C:60]3[O:76][CH2:75][CH2:74][O:73][CH2:72][CH2:71][O:70][CH2:69][CH2:68][O:67][C:61]3=[CH:62][C:63]=2[N:64]=[CH:65][N:66]=1. The yield is 0.400.